From a dataset of TCR-epitope binding with 47,182 pairs between 192 epitopes and 23,139 TCRs. Binary Classification. Given a T-cell receptor sequence (or CDR3 region) and an epitope sequence, predict whether binding occurs between them. (1) The epitope is KAFSPEVIPMF. The TCR CDR3 sequence is CASSEYYAGYTF. Result: 0 (the TCR does not bind to the epitope). (2) The epitope is NLSALGIFST. The TCR CDR3 sequence is CASSEFHSGRADNEQFF. Result: 0 (the TCR does not bind to the epitope). (3) The epitope is VLWAHGFEL. The TCR CDR3 sequence is CASSLGPDTQYF. Result: 1 (the TCR binds to the epitope). (4) The epitope is AVFDRKSDAK. The TCR CDR3 sequence is CASSIGTGNTEAFF. Result: 1 (the TCR binds to the epitope). (5) The epitope is IVDTVSALV. The TCR CDR3 sequence is CASSPQQGAFIYGYTF. Result: 0 (the TCR does not bind to the epitope). (6) The epitope is ITEEVGHTDLMAAY. The TCR CDR3 sequence is CASSFLGGTDTQYF. Result: 0 (the TCR does not bind to the epitope). (7) The epitope is VTEHDTLLY. The TCR CDR3 sequence is CASSLVGGHTDTQYF. Result: 0 (the TCR does not bind to the epitope).